Task: Predict which catalyst facilitates the given reaction.. Dataset: Catalyst prediction with 721,799 reactions and 888 catalyst types from USPTO (1) Reactant: [CH2:1]([N:3]([CH3:17])[C:4](=[O:16])[C:5]1[CH:10]=[CH:9][CH:8]=[CH:7][C:6]=1[NH:11][C:12]([CH3:15])([CH3:14])[CH3:13])[CH3:2].[C:18](=O)([O-])[O-].[K+].[K+].CI. Product: [CH2:1]([N:3]([CH3:17])[C:4](=[O:16])[C:5]1[CH:10]=[CH:9][CH:8]=[CH:7][C:6]=1[N:11]([CH3:18])[C:12]([CH3:13])([CH3:15])[CH3:14])[CH3:2]. The catalyst class is: 3. (2) Reactant: II.[C:3]([C:6]1[C:23]2[C:22]3[C:17](=[CH:18][CH:19]=[CH:20][CH:21]=3)[C:16]3[C:11](=[CH:12][CH:13]=[CH:14][CH:15]=3)[C:10]=2[CH:9]=[CH:8][CH:7]=1)(=[O:5])[CH3:4].[OH-:24].[Na+].[CH3:26][CH2:27][OH:28]. Product: [CH:12]1[C:11]2[C:10]3[C:23](=[CH:6][CH:7]=[CH:8][CH:9]=3)[C:22]3[C:17](=[CH:18][CH:19]=[CH:20][CH:21]=3)[C:16]=2[CH:15]=[CH:14][C:26]=1[C:27]([OH:24])=[O:28].[C:3]([C:6]1[C:23]2[C:22]3[C:17](=[CH:18][CH:19]=[CH:20][CH:21]=3)[C:16]3[C:11](=[CH:12][CH:13]=[CH:14][CH:15]=3)[C:10]=2[CH:9]=[CH:8][CH:7]=1)(=[O:5])[CH3:4]. The catalyst class is: 228. (3) Product: [C:29]([O:28][C:26](=[O:27])[NH:33][CH2:34][CH:35]([C:9]([N:11]1[CH2:15][CH:14]([Cl:16])[CH:13]2[O:17][CH2:18][C:19]([O:20][CH3:21])([O:22][CH3:23])[CH:12]12)=[O:10])[CH:36]([CH3:37])[CH3:38])([CH3:32])([CH3:31])[CH3:30]. Reactant: C(O[C:9]([N:11]1[CH2:15][CH:14]([Cl:16])[CH:13]2[O:17][CH2:18][C:19]([O:22][CH3:23])([O:20][CH3:21])[CH:12]12)=[O:10])C1C=CC=CC=1.[H][H].[C:26]([NH:33][C@H:34](C(O)=O)[CH2:35][CH:36]([CH3:38])[CH3:37])([O:28][C:29]([CH3:32])([CH3:31])[CH3:30])=[O:27].CN(C(ON1N=NC2C=CC=NC1=2)=[N+](C)C)C.F[P-](F)(F)(F)(F)F. The catalyst class is: 45.